This data is from Reaction yield outcomes from USPTO patents with 853,638 reactions. The task is: Predict the reaction yield, written as a fraction of the theoretical maximum amount of product (1.0 means a 100% yield; for example, 0.34 means a 34% yield). The reactants are [C:1]1([N+:7]2[N-:8]OC(=O)[CH:11]=2)[CH:6]=[CH:5][CH:4]=[CH:3][CH:2]=1.[CH3:13][C:14]([OH:18])([C:16]#[CH:17])[CH3:15]. The catalyst is CCOC(C)=O.C1CCCCC1. The product is [C:1]1([N:7]2[CH:11]=[C:16]([C:14]([OH:18])([CH3:15])[CH3:13])[CH:17]=[N:8]2)[CH:6]=[CH:5][CH:4]=[CH:3][CH:2]=1. The yield is 0.830.